This data is from Reaction yield outcomes from USPTO patents with 853,638 reactions. The task is: Predict the reaction yield, written as a fraction of the theoretical maximum amount of product (1.0 means a 100% yield; for example, 0.34 means a 34% yield). (1) The reactants are [CH3:1][O:2][C:3]1[CH:8]=[CH:7][C:6]([C:9]2[C:14]([C:15]3[CH:20]=[CH:19][C:18]([O:21][CH3:22])=[CH:17][CH:16]=3)=[N:13][N:12]([CH2:23][CH2:24]O)[C:11](=[O:26])[CH:10]=2)=[CH:5][CH:4]=1.C1(C)C=CC(S(Cl)(=O)=O)=CC=1.[NH:38]1[CH2:43][CH2:42][O:41][CH2:40][CH2:39]1. No catalyst specified. The product is [CH3:1][O:2][C:3]1[CH:8]=[CH:7][C:6]([C:9]2[C:14]([C:15]3[CH:16]=[CH:17][C:18]([O:21][CH3:22])=[CH:19][CH:20]=3)=[N:13][N:12]([CH2:23][CH2:24][N:38]3[CH2:43][CH2:42][O:41][CH2:40][CH2:39]3)[C:11](=[O:26])[CH:10]=2)=[CH:5][CH:4]=1. The yield is 0.426. (2) The reactants are [H-].[Na+].[CH3:3][C:4]1([OH:9])[CH2:8][CH2:7][O:6][CH2:5]1.[N:10]1[CH:15]=[CH:14][CH:13]=[CH:12][C:11]=1[O:16][C:17](=O)[O:18]C1C=CC=CN=1. The catalyst is C1COCC1.CCOC(C)=O. The product is [C:17](=[O:18])([O:16][C:11]1[CH:12]=[CH:13][CH:14]=[CH:15][N:10]=1)[O:9][C:4]1([CH3:3])[CH2:8][CH2:7][O:6][CH2:5]1. The yield is 0.388.